Task: Predict the reactants needed to synthesize the given product.. Dataset: Full USPTO retrosynthesis dataset with 1.9M reactions from patents (1976-2016) (1) Given the product [F:1][C:2]1[CH:3]=[C:4]([C:13]([CH3:17])([CH3:16])[C:14]#[N:15])[CH:5]=[C:6]2[C:11]=1[C:10](=[O:12])[N:9]([C:29]1[C:30]([CH:31]=[O:32])=[C:33]([I:37])[CH:34]=[CH:35][N:36]=1)[CH:8]=[CH:7]2, predict the reactants needed to synthesize it. The reactants are: [F:1][C:2]1[CH:3]=[C:4]([C:13]([CH3:17])([CH3:16])[C:14]#[N:15])[CH:5]=[C:6]2[C:11]=1[C:10](=[O:12])[NH:9][CH:8]=[CH:7]2.C[Si]([N-][Si](C)(C)C)(C)C.[Li+].F[C:29]1[N:36]=[CH:35][CH:34]=[C:33]([I:37])[C:30]=1[CH:31]=[O:32].[NH4+].[Cl-]. (2) Given the product [CH3:30][N:14]1[CH:15]=[CH:16][C:12]([C:11]2[C:2](=[O:1])[O:3][C:4]3[C:9]([CH:10]=2)=[CH:8][CH:7]=[C:6]([N:17]2[CH2:18][CH2:19][N:20]([C:23]([O:25][C:26]([CH3:29])([CH3:28])[CH3:27])=[O:24])[CH2:21][CH2:22]2)[CH:5]=3)=[N:13]1, predict the reactants needed to synthesize it. The reactants are: [O:1]=[C:2]1[C:11]([C:12]2[CH:16]=[CH:15][NH:14][N:13]=2)=[CH:10][C:9]2[C:4](=[CH:5][C:6]([N:17]3[CH2:22][CH2:21][N:20]([C:23]([O:25][C:26]([CH3:29])([CH3:28])[CH3:27])=[O:24])[CH2:19][CH2:18]3)=[CH:7][CH:8]=2)[O:3]1.[C:30]([O-])([O-])=O.[Cs+].[Cs+].IC.